This data is from Forward reaction prediction with 1.9M reactions from USPTO patents (1976-2016). The task is: Predict the product of the given reaction. Given the reactants Cl.[OH:2][C:3]([CH:6]1[CH2:11][CH2:10][CH2:9][N:8](C(OC(C)(C)C)=O)[CH2:7]1)([CH3:5])[CH3:4], predict the reaction product. The product is: [CH3:4][C:3]([CH3:5])([CH:6]1[CH2:11][CH2:10][CH2:9][NH:8][CH2:7]1)[OH:2].